Dataset: Forward reaction prediction with 1.9M reactions from USPTO patents (1976-2016). Task: Predict the product of the given reaction. (1) Given the reactants [CH2:1]([N:3]([CH2:22][CH3:23])[C:4]([C:6]1[CH:11]=[CH:10][C:9]([CH:12]([OH:21])[C:13]2[CH:18]=[CH:17][CH:16]=[CH:15][C:14]=2[O:19][CH3:20])=[CH:8][CH:7]=1)=[O:5])[CH3:2].[C:24](OC(=O)C)(=[O:26])[CH3:25].CO, predict the reaction product. The product is: [C:24]([O:21][CH:12]([C:9]1[CH:8]=[CH:7][C:6]([C:4](=[O:5])[N:3]([CH2:1][CH3:2])[CH2:22][CH3:23])=[CH:11][CH:10]=1)[C:13]1[CH:18]=[CH:17][CH:16]=[CH:15][C:14]=1[O:19][CH3:20])(=[O:26])[CH3:25]. (2) The product is: [F:8][C:4]1[CH:5]=[CH:6][CH:7]=[C:2]([F:1])[C:3]=1[NH:9][C:10]([C:12]1[CH:16]=[CH:15][N:14]([CH2:17][C:18]2[CH:23]=[CH:22][CH:21]=[CH:20][C:19]=2[O:24][CH2:32][C:33]2[CH:38]=[CH:37][C:36]([CH3:39])=[CH:35][CH:34]=2)[N:13]=1)=[O:11]. Given the reactants [F:1][C:2]1[CH:7]=[CH:6][CH:5]=[C:4]([F:8])[C:3]=1[NH:9][C:10]([C:12]1[CH:16]=[CH:15][N:14]([CH2:17][C:18]2[CH:23]=[CH:22][CH:21]=[CH:20][C:19]=2[OH:24])[N:13]=1)=[O:11].C(=O)([O-])[O-].[Cs+].[Cs+].Br[CH2:32][C:33]1[CH:38]=[CH:37][C:36]([CH3:39])=[CH:35][CH:34]=1, predict the reaction product. (3) Given the reactants [IH:1].[PH2](O)=O.Cl[C:6]1[CH:19]=[CH:18][C:17]2[C:8](=[C:9]3[C:14](=[C:15]([O:33][CH2:34][CH2:35][CH2:36][CH2:37][CH2:38][CH2:39][CH2:40][CH2:41][CH2:42][CH2:43][CH2:44][CH3:45])[C:16]=2[O:20][CH2:21][CH2:22][CH2:23][CH2:24][CH2:25][CH2:26][CH2:27][CH2:28][CH2:29][CH2:30][CH2:31][CH3:32])[CH:13]=[CH:12][C:11](Cl)=[N:10]3)[N:7]=1.[I-:47].[Na+].O.N, predict the reaction product. The product is: [CH2:21]([O:20][C:16]1[C:15]([O:33][CH2:34][CH2:35][CH2:36][CH2:37][CH2:38][CH2:39][CH2:40][CH2:41][CH2:42][CH2:43][CH2:44][CH3:45])=[C:14]2[C:9]([N:10]=[C:11]([I:1])[CH:12]=[CH:13]2)=[C:8]2[C:17]=1[CH:18]=[CH:19][C:6]([I:47])=[N:7]2)[CH2:22][CH2:23][CH2:24][CH2:25][CH2:26][CH2:27][CH2:28][CH2:29][CH2:30][CH2:31][CH3:32]. (4) Given the reactants [Cl:1][C:2]1[NH:10][C:9]2[C:8](=[O:11])[N:7]([CH2:12][CH2:13][CH2:14][CH2:15]C(OCC)=O)[C:6](=[O:21])[N:5]([CH2:22][CH2:23][CH2:24][CH2:25][CH3:26])[C:4]=2[N:3]=1.[OH:27][NH:28]/[C:29](=[N:38]\[H])/[CH2:30][C:31]1[CH:36]=[CH:35][C:34]([OH:37])=[CH:33][CH:32]=1.[O-]CC.[Na+], predict the reaction product. The product is: [Cl:1][C:2]1[NH:10][C:9]2[C:8](=[O:11])[N:7]([CH2:12][CH2:13][CH2:14][C:15]3[O:27][N:28]=[C:29]([CH2:30][C:31]4[CH:36]=[CH:35][C:34]([OH:37])=[CH:33][CH:32]=4)[N:38]=3)[C:6](=[O:21])[N:5]([CH2:22][CH2:23][CH2:24][CH2:25][CH3:26])[C:4]=2[N:3]=1. (5) Given the reactants CO.Cl[C:4]1[C:9]([N+:10]([O-:12])=[O:11])=[CH:8][CH:7]=[C:6]([Cl:13])[N:5]=1.C(N(CC)CC)C.[CH:21]1[C:26]([NH2:27])=[CH:25][CH:24]=[C:23]([NH2:28])[CH:22]=1, predict the reaction product. The product is: [NH2:27][C:26]1[CH:21]=[CH:22][C:23]([NH:28][C:4]2[C:9]([N+:10]([O-:12])=[O:11])=[CH:8][CH:7]=[C:6]([Cl:13])[N:5]=2)=[CH:24][CH:25]=1. (6) Given the reactants [CH:1]1([C:5]2[C:13]([C:14]3[CH:18]=[C:17]([CH2:19][CH3:20])[NH:16][N:15]=3)=[CH:12][C:8]([C:9](O)=[O:10])=[C:7]([CH3:21])[CH:6]=2)[CH2:4][CH2:3][CH2:2]1.Cl.[NH:23]1[CH2:28][CH2:27][CH:26]([C:29]2[CH:36]=[CH:35][C:32]([C:33]#[N:34])=[CH:31][CH:30]=2)[CH2:25][CH2:24]1.CCN=C=NCCCN(C)C, predict the reaction product. The product is: [CH:1]1([C:5]2[C:13]([C:14]3[CH:18]=[C:17]([CH2:19][CH3:20])[NH:16][N:15]=3)=[CH:12][C:8]([C:9]([N:23]3[CH2:28][CH2:27][CH:26]([C:29]4[CH:36]=[CH:35][C:32]([C:33]#[N:34])=[CH:31][CH:30]=4)[CH2:25][CH2:24]3)=[O:10])=[C:7]([CH3:21])[CH:6]=2)[CH2:2][CH2:3][CH2:4]1. (7) The product is: [CH3:9][CH2:10][CH2:11][CH2:12][CH2:13][CH2:14][CH2:15][CH2:16][N:17]1[S:22][C:21]([Cl:23])=[C:20]([Cl:24])[C:18]1=[O:19].[CH3:25][CH:26]([O:29][CH2:30][CH:31]([O:33][CH3:34])[CH3:32])[CH2:27][OH:28]. Given the reactants CCCCOCCO.[CH3:9][CH2:10][CH2:11][CH2:12][CH2:13][CH2:14][CH2:15][CH2:16][N:17]1[S:22][C:21]([Cl:23])=[C:20]([Cl:24])[C:18]1=[O:19].[CH3:25][CH:26]([O:29][CH2:30][CH:31]([O:33][CH3:34])[CH3:32])[CH2:27][OH:28], predict the reaction product. (8) The product is: [S:4]1[C:5]2[CH:10]=[CH:9][CH:8]=[CH:7][C:6]=2[C:2]([C:19]#[C:18][CH2:17][O:20][CH:21]2[CH2:26][CH2:25][CH2:24][CH2:23][O:22]2)=[CH:3]1. Given the reactants Br[C:2]1[C:6]2[CH:7]=[CH:8][CH:9]=[CH:10][C:5]=2[S:4][CH:3]=1.C(=O)([O-])[O-].[Cs+].[Cs+].[CH2:17]([O:20][CH:21]1[CH2:26][CH2:25][CH2:24][CH2:23][O:22]1)[C:18]#[CH:19].C1(P(C2CCCCC2)C2C=CC=CC=2C2C(C(C)C)=CC(C(C)C)=CC=2C(C)C)CCCCC1, predict the reaction product.